This data is from Full USPTO retrosynthesis dataset with 1.9M reactions from patents (1976-2016). The task is: Predict the reactants needed to synthesize the given product. Given the product [C:38]([O:37][C:35](=[O:36])[CH2:34][CH:33]([NH:32][C:30](=[O:31])[C@H:26]([CH:27]([CH3:28])[CH3:29])[NH:25][C:22]([C:14]1[N:13]([CH3:12])[C:21]2[C:16]([CH:15]=1)=[CH:17][CH:18]=[CH:19][CH:20]=2)=[O:24])[CH:42]([OH:45])[CH2:43][F:44])([CH3:40])([CH3:39])[CH3:41], predict the reactants needed to synthesize it. The reactants are: CCN=C=NCCCN(C)C.[CH3:12][N:13]1[C:21]2[C:16](=[CH:17][CH:18]=[CH:19][CH:20]=2)[CH:15]=[C:14]1[C:22]([OH:24])=O.[NH2:25][C@H:26]([C:30]([NH:32][CH:33]([CH:42]([OH:45])[CH2:43][F:44])[CH2:34][C:35]([O:37][C:38]([CH3:41])([CH3:40])[CH3:39])=[O:36])=[O:31])[CH:27]([CH3:29])[CH3:28].